Task: Predict the product of the given reaction.. Dataset: Forward reaction prediction with 1.9M reactions from USPTO patents (1976-2016) (1) Given the reactants Cl[C:2]1[CH2:7][CH2:6][N:5]([S:8]([C:11]2[CH:16]=[CH:15][C:14]([CH3:17])=[CH:13][CH:12]=2)(=[O:10])=[O:9])[CH2:4][C:3]=1[CH:18]=O.C(N(CC)CC)C.[C:27]([O:31][CH2:32][CH3:33])(=[O:30])[CH2:28][SH:29].[OH-].[K+], predict the reaction product. The product is: [CH3:17][C:14]1[CH:13]=[CH:12][C:11]([S:8]([N:5]2[CH2:6][CH2:7][C:2]3[S:29][C:28]([C:27]([O:31][CH2:32][CH3:33])=[O:30])=[CH:18][C:3]=3[CH2:4]2)(=[O:9])=[O:10])=[CH:16][CH:15]=1. (2) The product is: [CH3:10][C:11]1[CH:12]=[CH:13][C:14]([O:15][C:16]2[CH:21]=[CH:20][C:19]([C:22]3[C:23]4=[N:28][S:4](=[O:6])(=[O:5])[CH2:3][CH2:2][N:24]4[CH:25]=[CH:26][CH:27]=3)=[CH:18][CH:17]=2)=[CH:29][CH:30]=1. Given the reactants Cl[CH2:2][CH2:3][S:4](Cl)(=[O:6])=[O:5].[H-].[Na+].[CH3:10][C:11]1[CH:30]=[CH:29][C:14]([O:15][C:16]2[CH:21]=[CH:20][C:19]([C:22]3[C:23]([NH2:28])=[N:24][CH:25]=[CH:26][CH:27]=3)=[CH:18][CH:17]=2)=[CH:13][CH:12]=1, predict the reaction product. (3) Given the reactants [N:1]1([CH2:6][CH2:7][CH2:8][NH2:9])[CH:5]=[CH:4][N:3]=[CH:2]1.[F:10][C:11]1[CH:18]=[CH:17][CH:16]=[CH:15][C:12]=1[CH:13]=O.C([O:21][C:22](=O)[C:23](=[O:34])[CH2:24][C:25]1[C:33]2[C:28](=[CH:29][CH:30]=[CH:31][CH:32]=2)[NH:27][CH:26]=1)C, predict the reaction product. The product is: [F:10][C:11]1[CH:18]=[CH:17][CH:16]=[CH:15][C:12]=1[CH:13]1[N:9]([CH2:8][CH2:7][CH2:6][N:1]2[CH:5]=[CH:4][N:3]=[CH:2]2)[C:22](=[O:21])[C:23]([OH:34])=[C:24]1[C:25]1[C:33]2[C:28](=[CH:29][CH:30]=[CH:31][CH:32]=2)[NH:27][CH:26]=1. (4) The product is: [Cl:1][C:2]1[CH:7]=[CH:6][CH:5]=[CH:4][C:3]=1[C:8]1[N:9]([C:31]2[CH:32]=[CH:33][C:34]([Cl:37])=[CH:35][CH:36]=2)[C:10]2[C:15]([N:16]=1)=[C:14]([N:17]1[CH2:22][CH2:21][CH:20]([NH2:23])[CH2:19][CH2:18]1)[N:13]=[CH:12][N:11]=2. Given the reactants [Cl:1][C:2]1[CH:7]=[CH:6][CH:5]=[CH:4][C:3]=1[C:8]1[N:9]([C:31]2[CH:36]=[CH:35][C:34]([Cl:37])=[CH:33][CH:32]=2)[C:10]2[C:15]([N:16]=1)=[C:14]([N:17]1[CH2:22][CH2:21][CH:20]([NH:23]C(=O)OC(C)(C)C)[CH2:19][CH2:18]1)[N:13]=[CH:12][N:11]=2.FC(F)(F)C(O)=O, predict the reaction product. (5) The product is: [Cl:36][CH2:37][CH2:38][Cl:39].[ClH:1].[OH:2][C:3]1[CH:4]=[CH:5][C:6]2[C:10]([C:11](=[O:27])[C:12]3[CH:13]=[CH:14][C:15]([O:18][CH2:19][CH2:20][N:21]4[CH2:22][CH2:23][CH2:24][CH2:25][CH2:26]4)=[CH:16][CH:17]=3)=[C:9]([C:28]3[CH:29]=[CH:30][C:31]([OH:34])=[CH:32][CH:33]=3)[S:8][C:7]=2[CH:35]=1. Given the reactants [ClH:1].[OH:2][C:3]1[CH:4]=[CH:5][C:6]2[C:10]([C:11](=[O:27])[C:12]3[CH:17]=[CH:16][C:15]([O:18][CH2:19][CH2:20][N:21]4[CH2:26][CH2:25][CH2:24][CH2:23][CH2:22]4)=[CH:14][CH:13]=3)=[C:9]([C:28]3[CH:33]=[CH:32][C:31]([OH:34])=[CH:30][CH:29]=3)[S:8][C:7]=2[CH:35]=1.[Cl:36][CH2:37][CH2:38][Cl:39], predict the reaction product.